From a dataset of Reaction yield outcomes from USPTO patents with 853,638 reactions. Predict the reaction yield, written as a fraction of the theoretical maximum amount of product (1.0 means a 100% yield; for example, 0.34 means a 34% yield). (1) The reactants are [C:1]([NH:24][C:25]1[CH:26]=[CH:27][C:28]([OH:35])=[C:29]([CH:34]=1)[C:30]([O:32]C)=[O:31])(=[O:23])[CH2:2][CH2:3][CH:4]=[CH:5][CH2:6][CH:7]=[CH:8][CH2:9][CH:10]=[CH:11][CH2:12][CH:13]=[CH:14][CH2:15][CH:16]=[CH:17][CH2:18][CH:19]=[CH:20][CH2:21][CH3:22].Cl. The catalyst is [OH-].[Na+].CO. The product is [C:1]([NH:24][C:25]1[CH:26]=[CH:27][C:28]([OH:35])=[C:29]([CH:34]=1)[C:30]([OH:32])=[O:31])(=[O:23])[CH2:2][CH2:3][CH:4]=[CH:5][CH2:6][CH:7]=[CH:8][CH2:9][CH:10]=[CH:11][CH2:12][CH:13]=[CH:14][CH2:15][CH:16]=[CH:17][CH2:18][CH:19]=[CH:20][CH2:21][CH3:22]. The yield is 0.900. (2) The reactants are [Br:1][C:2]1[CH:3]=[N:4][NH:5][C:6]=1[C:7]([F:10])([F:9])[F:8].[CH3:11][C:12]([O:15][C:16](O[C:16]([O:15][C:12]([CH3:14])([CH3:13])[CH3:11])=[O:17])=[O:17])([CH3:14])[CH3:13]. The catalyst is CC#N.CN(C1C=CN=CC=1)C. The product is [C:12]([O:15][C:16]([N:5]1[C:6]([C:7]([F:10])([F:9])[F:8])=[C:2]([Br:1])[CH:3]=[N:4]1)=[O:17])([CH3:14])([CH3:13])[CH3:11]. The yield is 0.730.